Dataset: Reaction yield outcomes from USPTO patents with 853,638 reactions. Task: Predict the reaction yield, written as a fraction of the theoretical maximum amount of product (1.0 means a 100% yield; for example, 0.34 means a 34% yield). The reactants are [CH:1]([O:4][C:5]1[CH:10]=[CH:9][C:8]([C:11]([N:13]2[CH2:18][CH2:17][C:16]3([O:23][CH2:22][CH:21]([C:24]4[CH:29]=[CH:28][CH:27]=[CH:26][CH:25]=4)[NH:20][CH2:19]3)[CH2:15][CH2:14]2)=[O:12])=[CH:7][C:6]=1[O:30][CH3:31])([CH3:3])[CH3:2].C([O-])(O)=O.[Na+].FC(F)(F)S(O[CH2:43][CH:44]([F:46])[F:45])(=O)=O. The catalyst is C(O)C. The product is [F:45][CH:44]([F:46])[CH2:43][N:20]1[CH:21]([C:24]2[CH:29]=[CH:28][CH:27]=[CH:26][CH:25]=2)[CH2:22][O:23][C:16]2([CH2:15][CH2:14][N:13]([C:11]([C:8]3[CH:9]=[CH:10][C:5]([O:4][CH:1]([CH3:3])[CH3:2])=[C:6]([O:30][CH3:31])[CH:7]=3)=[O:12])[CH2:18][CH2:17]2)[CH2:19]1. The yield is 0.290.